From a dataset of Forward reaction prediction with 1.9M reactions from USPTO patents (1976-2016). Predict the product of the given reaction. (1) The product is: [NH:1]1[C:9]2[C:4](=[CH:5][C:6]([C:10]3[C:18]4[C:13](=[N:14][CH:15]=[C:16]([C:19]5[CH:20]=[CH:21][C:22]([CH2:23][N:40]6[CH2:41][CH2:42][N:37]([C:43]([O:45][C:46]([CH3:49])([CH3:48])[CH3:47])=[O:44])[CH2:38][CH2:39]6)=[CH:25][CH:26]=5)[CH:17]=4)[N:12]([S:27]([C:30]4[CH:31]=[CH:32][C:33]([CH3:34])=[CH:35][CH:36]=4)(=[O:29])=[O:28])[CH:11]=3)=[CH:7][CH:8]=2)[CH:3]=[CH:2]1. Given the reactants [NH:1]1[C:9]2[C:4](=[CH:5][C:6]([C:10]3[C:18]4[C:13](=[N:14][CH:15]=[C:16]([C:19]5[CH:26]=[CH:25][C:22]([CH:23]=O)=[CH:21][CH:20]=5)[CH:17]=4)[N:12]([S:27]([C:30]4[CH:36]=[CH:35][C:33]([CH3:34])=[CH:32][CH:31]=4)(=[O:29])=[O:28])[CH:11]=3)=[CH:7][CH:8]=2)[CH:3]=[CH:2]1.[N:37]1([C:43]([O:45][C:46]([CH3:49])([CH3:48])[CH3:47])=[O:44])[CH2:42][CH2:41][NH:40][CH2:39][CH2:38]1.C(O[BH-](OC(=O)C)OC(=O)C)(=O)C.[Na+], predict the reaction product. (2) Given the reactants [F:1][C:2]1[C:7]2[N:8]=[CH:9][S:10][C:6]=2[CH:5]=[C:4]2[NH:11][C:12](=[O:22])[N:13]([C:14]3[CH:19]=[CH:18][C:17]([I:20])=[CH:16][C:15]=3[F:21])[C:3]=12.C(N(CC)CC)C.[CH2:30]([C:33]1([S:36](Cl)(=[O:38])=[O:37])[CH2:35][CH2:34]1)[CH:31]=[CH2:32], predict the reaction product. The product is: [CH2:30]([C:33]1([S:36]([N:11]2[C:4]3=[CH:5][C:6]4[S:10][CH:9]=[N:8][C:7]=4[C:2]([F:1])=[C:3]3[N:13]([C:14]3[CH:19]=[CH:18][C:17]([I:20])=[CH:16][C:15]=3[F:21])[C:12]2=[O:22])(=[O:38])=[O:37])[CH2:35][CH2:34]1)[CH:31]=[CH2:32].